This data is from Catalyst prediction with 721,799 reactions and 888 catalyst types from USPTO. The task is: Predict which catalyst facilitates the given reaction. (1) Reactant: [CH3:1][C:2]1([CH3:26])[C:6]([C:7]2[CH:8]=[C:9]([CH:14]=[C:15]([F:25])[C:16]=2OS(C(F)(F)F)(=O)=O)[C:10]([O:12][CH3:13])=[O:11])=[CH:5][CH2:4][CH2:3]1.COC1C=CC=C(OC)C=1C1C=CC=CC=1P(C1CCCCC1)C1CCCCC1.[F:56][C:57]1[CH:62]=[CH:61][C:60]([O:63][CH3:64])=[CH:59][C:58]=1B(O)O.[O-]P([O-])([O-])=O.[K+].[K+].[K+]. Product: [CH3:26][C:2]1([CH3:1])[C:6]([C:7]2[CH:8]=[C:9]([C:10]([O:12][CH3:13])=[O:11])[CH:14]=[C:15]([F:25])[C:16]=2[C:58]2[CH:59]=[C:60]([O:63][CH3:64])[CH:61]=[CH:62][C:57]=2[F:56])=[CH:5][CH2:4][CH2:3]1. The catalyst class is: 274. (2) Reactant: [CH3:1][C:2]1[N:3]=[C:4]([CH2:7][CH2:8][C:9]([F:12])([F:11])[F:10])[NH:5][CH:6]=1.[OH-].[K+].Cl[C:16]1[C:21]([N+:22]([O-:24])=[O:23])=[CH:20][CH:19]=[C:18]([Cl:25])[N:17]=1. Product: [Cl:25][C:18]1[N:17]=[C:16]([N:5]2[CH:6]=[C:2]([CH3:1])[N:3]=[C:4]2[CH2:7][CH2:8][C:9]([F:12])([F:11])[F:10])[C:21]([N+:22]([O-:24])=[O:23])=[CH:20][CH:19]=1. The catalyst class is: 18. (3) Reactant: [I-].[CH:2]([P+](C1C=CC=CC=1)(C1C=CC=CC=1)C1C=CC=CC=1)([CH3:4])[CH3:3].C([Li])CCC.[CH3:29][N:30]1[C:34]([CH3:35])=[CH:33][C:32]([CH:36]=O)=[N:31]1.[Cl-].[NH4+]. Product: [CH3:29][N:30]1[C:34]([CH3:35])=[CH:33][C:32]([CH:36]=[C:2]([CH3:4])[CH3:3])=[N:31]1. The catalyst class is: 1. (4) Reactant: Cl[C:2]1[N:7]=[C:6]([O:8][CH2:9][C:10]([F:13])([F:12])[F:11])[N:5]=[C:4]([NH:14][C:15]2[CH:27]=[CH:26][C:18]([C:19]([O:21][C:22]([CH3:25])([CH3:24])[CH3:23])=[O:20])=[CH:17][CH:16]=2)[N:3]=1.[NH2:28][C:29]1([C:32]2[CH:37]=[CH:36][C:35]([OH:38])=[CH:34][CH:33]=2)[CH2:31][CH2:30]1. Product: [OH:38][C:35]1[CH:34]=[CH:33][C:32]([C:29]2([NH:28][C:2]3[N:7]=[C:6]([O:8][CH2:9][C:10]([F:13])([F:12])[F:11])[N:5]=[C:4]([NH:14][C:15]4[CH:27]=[CH:26][C:18]([C:19]([O:21][C:22]([CH3:25])([CH3:24])[CH3:23])=[O:20])=[CH:17][CH:16]=4)[N:3]=3)[CH2:30][CH2:31]2)=[CH:37][CH:36]=1. The catalyst class is: 76.